Dataset: Forward reaction prediction with 1.9M reactions from USPTO patents (1976-2016). Task: Predict the product of the given reaction. Given the reactants O.O.O.O.O.O.O.O.O.O.[O-:11][P:12]([O:15][P:16]([O-:19])([O-:18])=[O:17])(=[O:14])[O-:13].[Na+].[Na+].[Na+].[Na+].[CH2:24]([N:28]([CH2:33][CH2:34][CH2:35][CH3:36])[CH2:29][CH2:30][CH2:31][CH3:32])[CH2:25][CH2:26][CH3:27], predict the reaction product. The product is: [O-:13][P:12]([O:15][P:16]([OH:19])([OH:18])=[O:17])(=[O:11])[O-:14].[CH2:33]([NH+:28]([CH2:24][CH2:25][CH2:26][CH3:27])[CH2:29][CH2:30][CH2:31][CH3:32])[CH2:34][CH2:35][CH3:36].[CH2:33]([NH+:28]([CH2:24][CH2:25][CH2:26][CH3:27])[CH2:29][CH2:30][CH2:31][CH3:32])[CH2:34][CH2:35][CH3:36].